This data is from M1 muscarinic receptor antagonist screen with 61,756 compounds. The task is: Binary Classification. Given a drug SMILES string, predict its activity (active/inactive) in a high-throughput screening assay against a specified biological target. (1) The molecule is n1c(nc(nc1Nc1ccccc1)N)CN1CCc2c(C1)cccc2. The result is 0 (inactive). (2) The drug is S(c1nc(c(cc1C#N)C(=O)C)C)CC(OCC)=O. The result is 0 (inactive). (3) The molecule is s1c2c(c(NC(=O)c3sccc3)c1C(OC)=O)cccc2. The result is 1 (active). (4) The compound is s1c(C(=O)Nc2cc3OCOc3cc2)ccc1. The result is 0 (inactive). (5) The molecule is O=C(Nc1cccnc1)c1nn2c(cc(nc2n1)C)C. The result is 0 (inactive).